This data is from Full USPTO retrosynthesis dataset with 1.9M reactions from patents (1976-2016). The task is: Predict the reactants needed to synthesize the given product. (1) Given the product [CH3:19][C:18]1[C:12]2[CH:11]([CH3:20])[CH:10]3[CH:14]([C:13]=2[S:16][CH:17]=1)[CH2:15][NH:8][CH2:9]3, predict the reactants needed to synthesize it. The reactants are: C([N:8]1[CH2:15][CH:14]2[CH:10]([CH:11]([CH3:20])[C:12]3[C:18]([CH3:19])=[CH:17][S:16][C:13]=32)[CH2:9]1)C1C=CC=CC=1.C([O-])([O-])=O.[K+].[K+].CC(Cl)OC(Cl)=O. (2) Given the product [F:29][C:26]1[CH:25]=[CH:24][C:23]([CH:10]([N:9]2[CH2:2][CH2:3][CH2:4][C:5]2=[O:6])[CH:11]([OH:12])[C:13]2[C:22]3[C:17](=[CH:18][CH:19]=[CH:20][CH:21]=3)[CH:16]=[CH:15][CH:14]=2)=[CH:28][CH:27]=1, predict the reactants needed to synthesize it. The reactants are: Cl[CH2:2][CH2:3][CH2:4][C:5](Cl)=[O:6].Cl.[NH2:9][CH:10]([C:23]1[CH:28]=[CH:27][C:26]([F:29])=[CH:25][CH:24]=1)[CH:11]([C:13]1[C:22]2[C:17](=[CH:18][CH:19]=[CH:20][CH:21]=2)[CH:16]=[CH:15][CH:14]=1)[OH:12].C(N(CC)CC)C.[OH-].[Na+].[I-].[K+].P([O-])(O)(O)=O.[Na+].